Dataset: Full USPTO retrosynthesis dataset with 1.9M reactions from patents (1976-2016). Task: Predict the reactants needed to synthesize the given product. (1) Given the product [N:15]1[C:16]2[NH:17][CH2:18][CH2:19][CH2:20][C:21]=2[CH:22]=[CH:23][C:14]=1[CH2:13][CH2:12][CH2:11][CH2:10][C:2](=[O:1])/[CH:3]=[CH:36]/[C:31]1[CH:32]=[N:33][C:34]2[C:29]([CH:30]=1)=[CH:28][CH:27]=[C:26]([C:25]([F:39])([F:24])[F:38])[CH:35]=2, predict the reactants needed to synthesize it. The reactants are: [O:1]=[C:2]([CH2:10][CH2:11][CH2:12][CH2:13][C:14]1[CH:23]=[CH:22][C:21]2[CH2:20][CH2:19][CH2:18][NH:17][C:16]=2[N:15]=1)[CH2:3]P(=O)(OC)OC.[F:24][C:25]([F:39])([F:38])[C:26]1[CH:35]=[C:34]2[C:29]([CH:30]=[C:31]([CH:36]=O)[CH:32]=[N:33]2)=[CH:28][CH:27]=1.[Li+].[Cl-].C1CCN2C(=NCCC2)CC1. (2) Given the product [CH2:11]([O:18][C:2]1[C:7]([CH3:8])=[CH:6][CH:5]=[C:4]([C:9]#[N:10])[N:3]=1)[C:12]1[CH:17]=[CH:16][CH:15]=[CH:14][CH:13]=1, predict the reactants needed to synthesize it. The reactants are: Br[C:2]1[C:7]([CH3:8])=[CH:6][CH:5]=[C:4]([C:9]#[N:10])[N:3]=1.[CH2:11]([OH:18])[C:12]1[CH:17]=[CH:16][CH:15]=[CH:14][CH:13]=1.[H-].[Na+]. (3) Given the product [CH2:30]([O:33][C:34]1[CH:39]=[C:38]([N:40]2[CH2:45][CH2:44][O:43][CH2:42][CH2:41]2)[CH:37]=[C:36]([F:46])[C:35]=1[NH:47][C:48]1[C:53]([Cl:54])=[CH:52][N:51]=[C:50]([NH:16][C:17]2[CH:18]=[CH:19][C:20]3[N:26]([CH3:27])[C:25](=[O:28])[O:24][CH2:23][CH2:22][C:21]=3[CH:29]=2)[N:49]=1)[CH:31]=[CH2:32], predict the reactants needed to synthesize it. The reactants are: C12(CS(O)(=O)=O)C(C)(C)C(CC1)CC2=O.[NH2:16][C:17]1[CH:18]=[CH:19][C:20]2[N:26]([CH3:27])[C:25](=[O:28])[O:24][CH2:23][CH2:22][C:21]=2[CH:29]=1.[CH2:30]([O:33][C:34]1[CH:39]=[C:38]([N:40]2[CH2:45][CH2:44][O:43][CH2:42][CH2:41]2)[CH:37]=[C:36]([F:46])[C:35]=1[NH:47][C:48]1[C:53]([Cl:54])=[CH:52][N:51]=[C:50](Cl)[N:49]=1)[CH:31]=[CH2:32].C(=O)([O-])[O-].C(=O)(O)[O-].[Na+].ClC(OCC1C2C=CC=CC=2C2C1=CC=CC=2)=O.NC1C=CC=CC=1.